Dataset: Rat liver microsome stability data. Task: Regression/Classification. Given a drug SMILES string, predict its absorption, distribution, metabolism, or excretion properties. Task type varies by dataset: regression for continuous measurements (e.g., permeability, clearance, half-life) or binary classification for categorical outcomes (e.g., BBB penetration, CYP inhibition). Dataset: rlm. (1) The molecule is Cc1ccc(S(=O)(=O)Nc2cnccc2C(=O)Nc2nc(-c3cc(Br)cs3)cs2)cc1. The result is 0 (unstable in rat liver microsomes). (2) The drug is NS(=O)(=O)c1cc(Cl)cc(CNc2nc(NC3(C(F)(F)F)CC3)c3nc(-c4ccc(F)cc4)ccc3n2)c1. The result is 0 (unstable in rat liver microsomes). (3) The molecule is Cc1cc(NC(=S)N2CCN(c3cccc(C(F)(F)F)c3)CC2)nc2ccccc12. The result is 1 (stable in rat liver microsomes). (4) The result is 1 (stable in rat liver microsomes). The molecule is CCn1c2ccccc2c2cc(NC(=O)CN3CCC(N4C(=O)OCc5ccc(C)cc54)CC3)ccc21.